This data is from Catalyst prediction with 721,799 reactions and 888 catalyst types from USPTO. The task is: Predict which catalyst facilitates the given reaction. (1) Reactant: [S:1]1[CH:5]=[CH:4][N:3]=[C:2]1[CH:6]=[CH:7][C:8]([OH:10])=[O:9]. Product: [S:1]1[CH:5]=[CH:4][N:3]=[C:2]1[CH2:6][CH2:7][C:8]([OH:10])=[O:9]. The catalyst class is: 579. (2) Reactant: [C:1]([O:5][CH2:24][C:17](COC(=O)C=C)(COC[C:17]([CH2:30][O:31][C:32](=[O:35])[CH:33]=[CH2:34])([CH2:24]OC(=O)C=C)C[O:5][C:1](=[O:4])[CH:2]=[CH2:3])[CH2:30][O:31][C:32](=[O:35])[CH:33]=[CH2:34])(=[O:4])[CH:2]=[CH2:3].[CH2:42]1CCC(O)(C(C2C=CC=CC=2)=O)CC1.NC(OCC)=O. Product: [C:32]([O:31][CH2:30][CH2:17][CH2:24][CH3:42])(=[O:35])[CH:33]=[CH2:34].[C:1]([OH:5])(=[O:4])[CH:2]=[CH2:3]. The catalyst class is: 11. (3) The catalyst class is: 5. Product: [C:25]([C:21]1[CH:20]=[C:19]2[C:24](=[CH:23][CH:22]=1)[N:16]([CH2:15][CH:12]1[CH2:13][CH2:14][N:9]([C:7]([C:1]3[CH:2]=[CH:3][CH:4]=[CH:5][CH:6]=3)=[O:8])[CH2:10][CH2:11]1)[CH:17]=[CH:18]2)#[CH:26]. Reactant: [C:1]1([C:7]([N:9]2[CH2:14][CH2:13][CH:12]([CH2:15][N:16]3[C:24]4[C:19](=[CH:20][C:21]([C:25]#[C:26][Si](C)(C)C)=[CH:22][CH:23]=4)[CH:18]=[CH:17]3)[CH2:11][CH2:10]2)=[O:8])[CH:6]=[CH:5][CH:4]=[CH:3][CH:2]=1.C(=O)([O-])[O-].[K+].[K+].C(OCC)(=O)C.O. (4) Reactant: [O:1]=[C:2]1[CH:7]([NH:8]C(=O)OC(C)(C)C)[CH2:6][CH2:5][CH2:4][N:3]1[C:16]1[CH:21]=[CH:20][CH:19]=[CH:18][CH:17]=1.[C:22]([OH:28])([C:24]([F:27])([F:26])[F:25])=[O:23]. Product: [F:25][C:24]([F:27])([F:26])[C:22]([OH:28])=[O:23].[NH2:8][CH:7]1[CH2:6][CH2:5][CH2:4][N:3]([C:16]2[CH:17]=[CH:18][CH:19]=[CH:20][CH:21]=2)[C:2]1=[O:1]. The catalyst class is: 4. (5) Reactant: [CH3:1][N:2]1[CH:6]=[N:5][N:4]=[C:3]1[C:7]1[CH:13]=[CH:12][C:10]([NH2:11])=[CH:9][CH:8]=1.[C:14](O[C:14]([O:16][C:17]([CH3:20])([CH3:19])[CH3:18])=[O:15])([O:16][C:17]([CH3:20])([CH3:19])[CH3:18])=[O:15].C(=O)([O-])[O-].[Cs+].[Cs+].O. Product: [CH3:1][N:2]1[CH:6]=[N:5][N:4]=[C:3]1[C:7]1[CH:13]=[CH:12][C:10]([NH:11][C:14](=[O:15])[O:16][C:17]([CH3:20])([CH3:19])[CH3:18])=[CH:9][CH:8]=1. The catalyst class is: 3. (6) Reactant: [F:1][C:2]([F:34])([F:33])[C:3]1[CH:4]=[C:5]([C@H:13]([O:15][C@H:16]2[O:24][CH2:23][C@@H:19]3[CH2:20][NH:21][CH2:22][C@H:18]3[C@@H:17]2[C:25]2[CH:30]=[CH:29][C:28]([F:31])=[CH:27][C:26]=2[CH3:32])[CH3:14])[CH:6]=[C:7]([C:9]([F:12])([F:11])[F:10])[CH:8]=1.[O:35]1[CH2:40][CH2:39][C:38](=O)[CH2:37][CH2:36]1.[BH-](OC(C)=O)(OC(C)=O)OC(C)=O.[Na+]. Product: [F:34][C:2]([F:1])([F:33])[C:3]1[CH:4]=[C:5]([C@H:13]([O:15][C@H:16]2[O:24][CH2:23][C@@H:19]3[CH2:20][N:21]([CH:38]4[CH2:39][CH2:40][O:35][CH2:36][CH2:37]4)[CH2:22][C@H:18]3[C@@H:17]2[C:25]2[CH:30]=[CH:29][C:28]([F:31])=[CH:27][C:26]=2[CH3:32])[CH3:14])[CH:6]=[C:7]([C:9]([F:12])([F:10])[F:11])[CH:8]=1. The catalyst class is: 585. (7) Reactant: Cl[C:2]1[N:7]=[C:6]2[N:8]([CH2:12][CH2:13][CH2:14][CH2:15][CH2:16][CH2:17][C:18]([O:20][CH2:21][CH3:22])=[O:19])[CH2:9][CH2:10][CH2:11][C:5]2=[N:4][C:3]=1[C:23]1[CH:28]=[CH:27][C:26]([CH3:29])=[CH:25][CH:24]=1.BrC1N=[C:33]2[CH2:41][CH2:40][CH2:39][N:38](CCCCCCC(OCC)=O)[C:34]2=NC=1Cl.CC1(C)C(C)(C)OB(C2C=CN=CC=2)O1.C(=O)([O-])[O-].[K+].[K+]. Product: [N:38]1[CH:39]=[CH:40][C:41]([C:2]2[N:7]=[C:6]3[N:8]([CH2:12][CH2:13][CH2:14][CH2:15][CH2:16][CH2:17][C:18]([O:20][CH2:21][CH3:22])=[O:19])[CH2:9][CH2:10][CH2:11][C:5]3=[N:4][C:3]=2[C:23]2[CH:28]=[CH:27][C:26]([CH3:29])=[CH:25][CH:24]=2)=[CH:33][CH:34]=1. The catalyst class is: 77. (8) Reactant: C(OC([N:8]1[CH2:13][CH2:12][N:11]([CH2:14][C:15]2[N:20]=[C:19]3[N:21](COCC[Si](C)(C)C)[C:22]([C:24]4[CH:29]=[CH:28][C:27]([O:30][CH2:31][C:32]5[CH:37]=[CH:36][CH:35]=[CH:34][CH:33]=5)=[CH:26][CH:25]=4)=[N:23][C:18]3=[CH:17][CH:16]=2)[CH2:10][CH2:9]1)=O)(C)(C)C.C(O)(C(F)(F)F)=O. Product: [CH2:31]([O:30][C:27]1[CH:28]=[CH:29][C:24]([C:22]2[NH:21][C:19]3=[N:20][C:15]([CH2:14][N:11]4[CH2:10][CH2:9][NH:8][CH2:13][CH2:12]4)=[CH:16][CH:17]=[C:18]3[N:23]=2)=[CH:25][CH:26]=1)[C:32]1[CH:33]=[CH:34][CH:35]=[CH:36][CH:37]=1. The catalyst class is: 2.